Dataset: Catalyst prediction with 721,799 reactions and 888 catalyst types from USPTO. Task: Predict which catalyst facilitates the given reaction. (1) Reactant: [NH2:1][C:2]1[CH:3]=[N:4][C:5]2[C:10]([CH:11]=1)=[CH:9][C:8]([O:12][CH3:13])=[C:7]([O:14][CH3:15])[CH:6]=2.[CH3:16][C:17]([CH3:22])([CH2:20]O)[CH:18]=[O:19]. Product: [CH3:13][O:12][C:8]1[CH:9]=[C:10]2[C:5](=[CH:6][C:7]=1[O:14][CH3:15])[N:4]=[CH:3][C:2]([NH:1][CH2:16][C:17]([CH3:22])([CH3:20])[CH2:18][OH:19])=[CH:11]2. The catalyst class is: 5. (2) Reactant: [OH:1][CH2:2][C:3]([CH3:37])([CH3:36])[CH2:4][NH:5][C:6]([C:8]1[C:16]2[C:11](=[N:12][CH:13]=[C:14]([C:17]3[C:25]4[C:20](=[CH:21][C:22]([F:26])=[CH:23][CH:24]=4)[N:19]([CH3:27])[N:18]=3)[N:15]=2)[N:10](COCC[Si](C)(C)C)[CH:9]=1)=[O:7].FC(F)(F)C(O)=O.C(N)CN.O. Product: [OH:1][CH2:2][C:3]([CH3:37])([CH3:36])[CH2:4][NH:5][C:6]([C:8]1[C:16]2[C:11](=[N:12][CH:13]=[C:14]([C:17]3[C:25]4[C:20](=[CH:21][C:22]([F:26])=[CH:23][CH:24]=4)[N:19]([CH3:27])[N:18]=3)[N:15]=2)[NH:10][CH:9]=1)=[O:7]. The catalyst class is: 96. (3) Reactant: [O:1]1[C:10]2[C:5](=[CH:6][CH:7]=[CH:8][CH:9]=2)[C:4](=[O:11])[CH2:3][CH2:2]1.[N-:12]=[N+]=[N-].[Na+].S(=O)(=O)(O)O.[OH-].[NH4+]. Product: [O:1]1[C:10]2[CH:9]=[CH:8][CH:7]=[CH:6][C:5]=2[C:4](=[O:11])[NH:12][CH2:3][CH2:2]1. The catalyst class is: 15.